From a dataset of Forward reaction prediction with 1.9M reactions from USPTO patents (1976-2016). Predict the product of the given reaction. (1) Given the reactants [C:1]([O:5][C:6]([NH:8][C@H:9]([CH2:29][C:30]1[CH:35]=[C:34]([F:36])[C:33]([F:37])=[CH:32][C:31]=1[F:38])[CH2:10][C:11]([N:13]1[CH2:18][CH2:17][N:16]2[C:19]([C:25]([F:28])([F:27])[F:26])=[N:20][C:21](C(O)=O)=[C:15]2[CH2:14]1)=[O:12])=[O:7])([CH3:4])([CH3:3])[CH3:2].[CH2:39](N)[CH2:40][CH3:41].[O:43]=[C:44]1[N:48](P(Cl)(N2CCOC2=O)=O)CCO1.C(N(CC)CC)C, predict the reaction product. The product is: [C:1]([O:5][C:6](=[O:7])[NH:8][C@H:9]([CH2:29][C:30]1[CH:35]=[C:34]([F:36])[C:33]([F:37])=[CH:32][C:31]=1[F:38])[CH2:10][C:11]([N:13]1[CH2:18][CH:17]([C:44](=[O:43])[NH2:48])[N:16]2[C:19]([C:25]([F:27])([F:28])[F:26])=[N:20][C:21]([CH2:39][CH2:40][CH3:41])=[C:15]2[CH2:14]1)=[O:12])([CH3:2])([CH3:4])[CH3:3]. (2) Given the reactants [OH:1][C:2]1[CH:38]=[CH:37][C:5]([C:6]([N:8]([CH:34]([CH3:36])[CH3:35])[C:9]2[CH:14]=[C:13]([O:15][CH3:16])[CH:12]=[CH:11][C:10]=2[CH:17]2[CH2:26][CH2:25][C:24]3[CH:23]=[C:22]([O:27]C(=O)C(C)(C)C)[CH:21]=[CH:20][C:19]=3[CH2:18]2)=O)=[CH:4][CH:3]=1.Cl[CH2:40][C:41]([N:43]([CH2:46][CH3:47])[CH2:44][CH3:45])=O, predict the reaction product. The product is: [CH2:44]([N:43]([CH2:46][CH3:47])[CH2:41][CH2:40][O:1][C:2]1[CH:3]=[CH:4][C:5]([CH2:6][N:8]([CH:34]([CH3:36])[CH3:35])[C:9]2[CH:14]=[C:13]([O:15][CH3:16])[CH:12]=[CH:11][C:10]=2[CH:17]2[CH2:26][CH2:25][C:24]3[CH:23]=[C:22]([OH:27])[CH:21]=[CH:20][C:19]=3[CH2:18]2)=[CH:37][CH:38]=1)[CH3:45]. (3) Given the reactants [Br:1][C:2]1[CH:3]=[C:4]([CH2:8][NH:9][CH:10]2[CH2:15][CH2:14][N:13]([C:16]([O:18][C:19]([CH3:22])([CH3:21])[CH3:20])=[O:17])[CH2:12][CH2:11]2)[CH:5]=[CH:6][CH:7]=1.C(N(C(C)C)CC)(C)C.[CH3:32][O:33][C:34]1[CH:39]=[CH:38][C:37]([CH2:40][C:41](Cl)=[O:42])=[CH:36][CH:35]=1.O, predict the reaction product. The product is: [Br:1][C:2]1[CH:3]=[C:4]([CH2:8][N:9]([CH:10]2[CH2:11][CH2:12][N:13]([C:16]([O:18][C:19]([CH3:22])([CH3:21])[CH3:20])=[O:17])[CH2:14][CH2:15]2)[C:41](=[O:42])[CH2:40][C:37]2[CH:38]=[CH:39][C:34]([O:33][CH3:32])=[CH:35][CH:36]=2)[CH:5]=[CH:6][CH:7]=1. (4) Given the reactants Cl[C:2]1[C:11]2[C:6](=[CH:7][C:8]([F:13])=[CH:9][C:10]=2[F:12])[N:5]=[C:4]([N:14]2[CH2:19][CH2:18][O:17][CH2:16][CH2:15]2)[C:3]=1[CH3:20].[O:21]1[CH2:26][CH2:25][N:24]([C:27]2[CH:28]=[C:29]([NH2:33])[CH:30]=[N:31][CH:32]=2)[CH2:23][CH2:22]1, predict the reaction product. The product is: [F:12][C:10]1[CH:9]=[C:8]([F:13])[CH:7]=[C:6]2[C:11]=1[C:2]([NH:33][C:29]1[CH:30]=[N:31][CH:32]=[C:27]([N:24]3[CH2:25][CH2:26][O:21][CH2:22][CH2:23]3)[CH:28]=1)=[C:3]([CH3:20])[C:4]([N:14]1[CH2:19][CH2:18][O:17][CH2:16][CH2:15]1)=[N:5]2. (5) Given the reactants [O:1]=[C:2]1[NH:7][C:6]([CH2:8][N:9]([CH2:17][C:18]2[S:19][CH:20]=[CH:21][CH:22]=2)C(=O)OC(C)(C)C)=[N:5][C:4]2[CH2:23][CH2:24][O:25][CH2:26][C:3]1=2.Cl, predict the reaction product. The product is: [S:19]1[CH:20]=[CH:21][CH:22]=[C:18]1[CH2:17][NH:9][CH2:8][C:6]1[NH:7][C:2](=[O:1])[C:3]2[CH2:26][O:25][CH2:24][CH2:23][C:4]=2[N:5]=1. (6) Given the reactants [CH2:1]1[C:9]2[C:4](=[CH:5][C:6]([NH:10][C:11]3[S:12][CH:13]=[C:14]([C:16]4[CH:21]=[CH:20][N:19]=[CH:18][CH:17]=4)[N:15]=3)=[CH:7][CH:8]=2)[CH2:3][CH2:2]1.[CH2:22]=[O:23].CCN(CC)CC, predict the reaction product. The product is: [CH2:1]1[C:9]2[C:4](=[CH:5][C:6]([NH:10][C:11]3[S:12][C:13]([CH2:22][OH:23])=[C:14]([C:16]4[CH:21]=[CH:20][N:19]=[CH:18][CH:17]=4)[N:15]=3)=[CH:7][CH:8]=2)[CH2:3][CH2:2]1. (7) The product is: [F:32][C:2]([F:1])([F:31])[O:3][C:4]1[CH:9]=[CH:8][C:7]([C:10]2([N:13]3[CH2:14][CH2:15][CH:16]([O:19][NH2:20])[CH2:17][CH2:18]3)[CH2:11][CH2:12]2)=[CH:6][CH:5]=1. Given the reactants [F:1][C:2]([F:32])([F:31])[O:3][C:4]1[CH:9]=[CH:8][C:7]([C:10]2([N:13]3[CH2:18][CH2:17][CH:16]([O:19][N:20]4C(=O)C5C(=CC=CC=5)C4=O)[CH2:15][CH2:14]3)[CH2:12][CH2:11]2)=[CH:6][CH:5]=1.O.NN, predict the reaction product. (8) Given the reactants [C:1]([O:5][C:6]([N:8]1[CH2:13][CH2:12][CH:11]([O:14][C:15]2[C:20]([C:21](O)=[O:22])=[CH:19][C:18]([N+:24]([O-:26])=[O:25])=[C:17]([CH3:27])[CH:16]=2)[CH2:10][CH2:9]1)=[O:7])([CH3:4])([CH3:3])[CH3:2].ClC(OCC(C)C)=O.C([N:38](CC)CC)C.N, predict the reaction product. The product is: [C:1]([O:5][C:6]([N:8]1[CH2:9][CH2:10][CH:11]([O:14][C:15]2[C:20]([C:21](=[O:22])[NH2:38])=[CH:19][C:18]([N+:24]([O-:26])=[O:25])=[C:17]([CH3:27])[CH:16]=2)[CH2:12][CH2:13]1)=[O:7])([CH3:3])([CH3:2])[CH3:4]. (9) Given the reactants [O-][CH2:2][CH3:3].[Na+].[C:5]([NH:8][C:9]1[CH:14]=[CH:13][CH:12]=[CH:11][CH:10]=1)(=[S:7])[CH3:6].C(O)C.ICC, predict the reaction product. The product is: [CH2:2]([S:7][C:5](=[N:8][C:9]1[CH:14]=[CH:13][CH:12]=[CH:11][CH:10]=1)[CH3:6])[CH3:3]. (10) Given the reactants [Cl:1][C:2]1[NH:3][C:4]([C:11]2[CH:16]=[CH:15][CH:14]=[CH:13][CH:12]=2)=[CH:5][C:6]=1[C:7]([O:9][CH3:10])=[O:8].[H-].[Na+].[CH2:19](Br)[C:20]1[CH:25]=[CH:24][CH:23]=[CH:22][CH:21]=1.O, predict the reaction product. The product is: [CH2:19]([N:3]1[C:4]([C:11]2[CH:16]=[CH:15][CH:14]=[CH:13][CH:12]=2)=[CH:5][C:6]([C:7]([O:9][CH3:10])=[O:8])=[C:2]1[Cl:1])[C:20]1[CH:25]=[CH:24][CH:23]=[CH:22][CH:21]=1.